This data is from Catalyst prediction with 721,799 reactions and 888 catalyst types from USPTO. The task is: Predict which catalyst facilitates the given reaction. Reactant: Cl[C:2]1[C:11]2[C:6](=[CH:7][CH:8]=[C:9]([C:12]([N:14]3[CH2:17][CH:16]([O:18][CH3:19])[CH2:15]3)=[O:13])[CH:10]=2)[C:5]([NH2:20])=[N:4][CH:3]=1.[CH3:21][N:22]1[C:31]2[C:26](=[CH:27][C:28](B3OC(C)(C)C(C)(C)O3)=[CH:29][CH:30]=2)[CH2:25][CH2:24][C:23]1=[O:41].CC([O-])=O.[K+].CN(C)C=O. Product: [NH2:20][C:5]1[C:6]2[C:11](=[CH:10][C:9]([C:12]([N:14]3[CH2:17][CH:16]([O:18][CH3:19])[CH2:15]3)=[O:13])=[CH:8][CH:7]=2)[C:2]([C:28]2[CH:27]=[C:26]3[C:31](=[CH:30][CH:29]=2)[N:22]([CH3:21])[C:23](=[O:41])[CH2:24][CH2:25]3)=[CH:3][N:4]=1. The catalyst class is: 6.